From a dataset of Full USPTO retrosynthesis dataset with 1.9M reactions from patents (1976-2016). Predict the reactants needed to synthesize the given product. The reactants are: [CH3:1][O:2][C:3]1[CH:8]=[CH:7][C:6]([CH2:9][C:10]([O:12]CC)=[O:11])=[CH:5][CH:4]=1. Given the product [CH3:1][O:2][C:3]1[CH:4]=[CH:5][C:6]([CH2:9][C:10]([OH:12])=[O:11])=[CH:7][CH:8]=1, predict the reactants needed to synthesize it.